From a dataset of Catalyst prediction with 721,799 reactions and 888 catalyst types from USPTO. Predict which catalyst facilitates the given reaction. (1) Reactant: Cl.[NH2:2][N:3]1[C:12]2[N:11]=[C:10]([N:13]3[CH:17]=[CH:16][N:15]=[C:14]3[C:18]3[CH:23]=[CH:22][CH:21]=[CH:20][CH:19]=3)[N:9]=[CH:8][C:7]=2[N:6]([CH3:24])[C:5](=[O:25])[CH:4]1[CH2:26][CH3:27].Br[CH2:29][CH2:30][CH2:31][CH2:32]Br.C(=O)([O-])[O-].[K+].[K+]. The catalyst class is: 23. Product: [CH2:26]([CH:4]1[N:3]([N:2]2[CH2:32][CH2:31][CH2:30][CH2:29]2)[C:12]2[N:11]=[C:10]([N:13]3[CH:17]=[CH:16][N:15]=[C:14]3[C:18]3[CH:23]=[CH:22][CH:21]=[CH:20][CH:19]=3)[N:9]=[CH:8][C:7]=2[N:6]([CH3:24])[C:5]1=[O:25])[CH3:27]. (2) Reactant: [C:1]([C:5]1[CH:9]=[C:8]([CH2:10][NH:11][C:12](=[O:33])[CH:13]([C:15]2[CH:20]=[CH:19][C:18]([C:21]3([O:24][Si](C(C)(C)C)(C)C)[CH2:23][CH2:22]3)=[C:17]([F:32])[CH:16]=2)[CH3:14])[N:7]([C:34]2[CH:39]=[CH:38][CH:37]=[C:36]([Cl:40])[CH:35]=2)[N:6]=1)([CH3:4])([CH3:3])[CH3:2].CCCC[N+](CCCC)(CCCC)CCCC.[F-]. Product: [C:1]([C:5]1[CH:9]=[C:8]([CH2:10][NH:11][C:12](=[O:33])[CH:13]([C:15]2[CH:20]=[CH:19][C:18]([C:21]3([OH:24])[CH2:23][CH2:22]3)=[C:17]([F:32])[CH:16]=2)[CH3:14])[N:7]([C:34]2[CH:39]=[CH:38][CH:37]=[C:36]([Cl:40])[CH:35]=2)[N:6]=1)([CH3:2])([CH3:3])[CH3:4]. The catalyst class is: 1. (3) Reactant: [F:1][C:2]1[CH:3]=[C:4]([N:8]2[CH2:12][C@@H:11]([CH2:13][N:14]3C(=O)C4C(=CC=CC=4)C3=O)[O:10][C:9]2=[O:25])[CH:5]=[CH:6][CH:7]=1.O.NN. Product: [NH2:14][CH2:13][C@@H:11]1[O:10][C:9](=[O:25])[N:8]([C:4]2[CH:5]=[CH:6][CH:7]=[C:2]([F:1])[CH:3]=2)[CH2:12]1. The catalyst class is: 8. (4) Reactant: [F:1][C:2]1[C:10]2[O:9][CH:8]([CH:11]3[CH2:16][CH2:15][N:14](C(OC(C)(C)C)=O)[CH2:13][CH2:12]3)[CH2:7][C:6]=2[CH:5]=[CH:4][CH:3]=1.[ClH:24].O1CCOCC1. Product: [ClH:24].[F:1][C:2]1[C:10]2[O:9][CH:8]([CH:11]3[CH2:16][CH2:15][NH:14][CH2:13][CH2:12]3)[CH2:7][C:6]=2[CH:5]=[CH:4][CH:3]=1. The catalyst class is: 5. (5) Reactant: [N:1]1[O:2][N:3]=[C:4]2[CH:9]=[C:8]([C:10]3[CH:11]=[C:12]([CH:22]([CH2:28][CH:29]([CH3:31])[CH3:30])[C:23]([O:25]CC)=[O:24])[CH:13]=[C:14]([Cl:21])[C:15]=3[O:16][CH2:17][CH:18]3[CH2:20][CH2:19]3)[CH:7]=[CH:6][C:5]=12.CO.O.O[Li].O. Product: [N:1]1[O:2][N:3]=[C:4]2[CH:9]=[C:8]([C:10]3[CH:11]=[C:12]([CH:22]([CH2:28][CH:29]([CH3:31])[CH3:30])[C:23]([OH:25])=[O:24])[CH:13]=[C:14]([Cl:21])[C:15]=3[O:16][CH2:17][CH:18]3[CH2:20][CH2:19]3)[CH:7]=[CH:6][C:5]=12. The catalyst class is: 1. (6) Reactant: [NH2:1][C:2]1[C:3]2[N:4]([C:8](C3CCC3)=[N:9][C:10]=2[C:11]2[CH:12]=[C:13]([CH:25]=[CH:26][CH:27]=2)[O:14][CH2:15][C:16]2[CH:17]=[C:18]([CH:22]=[CH:23][CH:24]=2)[C:19](O)=[O:20])[CH:5]=[CH:6][N:7]=1.Cl.CN.C[CH2:36][N:37](C(C)C)C(C)C.[CH:44]1C=CC2N(O)N=NC=2[CH:49]=1.[CH2:54](Cl)[CH2:55]Cl. Product: [NH2:1][C:2]1[C:3]2[N:4]([C:8]([CH:55]3[CH2:54][CH2:49][CH2:44]3)=[N:9][C:10]=2[C:11]2[CH:12]=[C:13]([CH:25]=[CH:26][CH:27]=2)[O:14][CH2:15][C:16]2[CH:17]=[C:18]([CH:22]=[CH:23][CH:24]=2)[C:19]([NH:37][CH3:36])=[O:20])[CH:5]=[CH:6][N:7]=1. The catalyst class is: 3.